From a dataset of Peptide-MHC class II binding affinity with 134,281 pairs from IEDB. Regression. Given a peptide amino acid sequence and an MHC pseudo amino acid sequence, predict their binding affinity value. This is MHC class II binding data. (1) The peptide sequence is LVGAPFASLVATGLCFFGVA. The binding affinity (normalized) is 0. The MHC is H-2-IAs with pseudo-sequence H-2-IAs. (2) The peptide sequence is AVVCGRRHGVRIRVR. The MHC is DRB3_0101 with pseudo-sequence DRB3_0101. The binding affinity (normalized) is 0.452. (3) The peptide sequence is KECPFSNRVWNSFQI. The MHC is DRB1_0901 with pseudo-sequence DRB1_0901. The binding affinity (normalized) is 0.271.